This data is from Forward reaction prediction with 1.9M reactions from USPTO patents (1976-2016). The task is: Predict the product of the given reaction. (1) Given the reactants [Cl:1][C:2]1[CH:7]=[CH:6][C:5]([C:8]2[C:9](=[O:25])[NH:10][N:11]([CH:19]3[CH2:24][CH2:23][NH:22][CH2:21][CH2:20]3)[C:12]=2[C:13]2[CH:18]=[CH:17][N:16]=[CH:15][CH:14]=2)=[CH:4][CH:3]=1.[CH2:26]=O.[BH4-].[Na+], predict the reaction product. The product is: [Cl:1][C:2]1[CH:7]=[CH:6][C:5]([C:8]2[C:9](=[O:25])[NH:10][N:11]([CH:19]3[CH2:20][CH2:21][N:22]([CH3:26])[CH2:23][CH2:24]3)[C:12]=2[C:13]2[CH:14]=[CH:15][N:16]=[CH:17][CH:18]=2)=[CH:4][CH:3]=1. (2) The product is: [NH2:1][C:2]1[N:3]=[C:4]([NH:10]/[N:11]=[CH:17]/[C:16]2[CH:19]=[CH:20][C:13]([OH:12])=[CH:14][CH:15]=2)[CH:5]=[C:6]([NH:8]/[N:9]=[CH:17]/[C:16]2[CH:19]=[CH:20][C:13]([OH:12])=[CH:14][CH:15]=2)[N:7]=1. Given the reactants [NH2:1][C:2]1[N:7]=[C:6]([NH:8][NH2:9])[CH:5]=[C:4]([NH:10][NH2:11])[N:3]=1.[OH:12][C:13]1[CH:20]=[CH:19][C:16]([CH:17]=O)=[CH:15][CH:14]=1, predict the reaction product. (3) Given the reactants [NH2:1][CH2:2][C:3]1(N(C)C)[CH2:8][CH2:7][C:6](F)(F)[CH2:5][CH2:4]1.C([O:21]C1(OC)C=CC(C(O)=O)=CC1OC)C1C=CC=CC=1.C(N(C(C)C)CC)(C)C.C[NH3+].F[P-](F)(F)(F)(F)F.N1(OC(N(C)C)=[N+](C)C)C2N=CC=CC=2N=N1.F[P-](F)(F)(F)(F)F, predict the reaction product. The product is: [C:2]([NH2:1])(=[O:21])[C:3]1[CH:8]=[CH:7][CH:6]=[CH:5][CH:4]=1. (4) Given the reactants [C:1]([C:3]1[CH:4]=[N:5][CH:6]=[CH:7][CH:8]=1)#[CH:2].[CH2:9]([O:11][C:12](=[O:16])/[CH:13]=[CH:14]\I)[CH3:10], predict the reaction product. The product is: [CH2:9]([O:11][C:12](=[O:16])[CH:13]=[CH:14][C:2]#[C:1][C:3]1[CH:4]=[N:5][CH:6]=[CH:7][CH:8]=1)[CH3:10]. (5) Given the reactants [C:1]1([C@@H:7]2[NH:13][CH2:12][C:11]3[CH:14]=[CH:15][C:16]([C:18]([O:20][CH3:21])=[O:19])=[CH:17][C:10]=3[O:9][CH2:8]2)[CH:6]=[CH:5][CH:4]=[CH:3][CH:2]=1.Cl[C:23](Cl)([O:25]C(=O)OC(Cl)(Cl)Cl)Cl.CCN(CC)CC.[CH3:41][O:42][CH:43]1[CH2:48][CH2:47][NH:46][CH2:45][CH2:44]1, predict the reaction product. The product is: [CH3:41][O:42][CH:43]1[CH2:48][CH2:47][N:46]([C:23]([N:13]2[CH2:12][C:11]3[CH:14]=[CH:15][C:16]([C:18]([O:20][CH3:21])=[O:19])=[CH:17][C:10]=3[O:9][CH2:8][C@@H:7]2[C:1]2[CH:2]=[CH:3][CH:4]=[CH:5][CH:6]=2)=[O:25])[CH2:45][CH2:44]1. (6) Given the reactants [CH2:1]([O:8][C:9]1[CH:14]=[C:13](I)[CH:12]=[CH:11][C:10]=1[N:16]1[S:20](=[O:22])(=[O:21])[N:19]([CH2:23][CH2:24][Si:25]([CH3:28])([CH3:27])[CH3:26])[C:18](=[O:29])[CH2:17]1)[C:2]1[CH:7]=[CH:6][CH:5]=[CH:4][CH:3]=1.[CH2:30]([C:33]1[CH:38]=[CH:37][CH:36]=[CH:35][CH:34]=1)[CH:31]=[CH2:32].C(N(CC)CC)C, predict the reaction product. The product is: [CH2:1]([O:8][C:9]1[CH:14]=[C:13](/[CH:32]=[CH:31]/[CH2:30][C:33]2[CH:38]=[CH:37][CH:36]=[CH:35][CH:34]=2)[CH:12]=[CH:11][C:10]=1[N:16]1[S:20](=[O:22])(=[O:21])[N:19]([CH2:23][CH2:24][Si:25]([CH3:28])([CH3:27])[CH3:26])[C:18](=[O:29])[CH2:17]1)[C:2]1[CH:7]=[CH:6][CH:5]=[CH:4][CH:3]=1. (7) Given the reactants [N:1]([CH:4]1[CH2:10][CH2:9][N:8]([C:11]2[N:15]([CH3:16])[N:14]=[CH:13][C:12]=2[N+:17]([O-:19])=[O:18])[CH2:7][CH:6]([OH:20])[CH2:5]1)=[N+:2]=[N-:3].[H-].[Na+].I[CH3:24].O, predict the reaction product. The product is: [N:1]([CH:4]1[CH2:10][CH2:9][N:8]([C:11]2[N:15]([CH3:16])[N:14]=[CH:13][C:12]=2[N+:17]([O-:19])=[O:18])[CH2:7][CH:6]([O:20][CH3:24])[CH2:5]1)=[N+:2]=[N-:3]. (8) Given the reactants [Br:1][C:2]1[C:3]([CH3:18])=[C:4]([C:14]([O:16][CH3:17])=[O:15])[S:5][C:6]=1SC1C=CC=CC=1.Cl[C:20]1[CH:25]=[CH:24][CH:23]=[C:22](C(OO)=O)[CH:21]=1.[S:30]([O-:34])([O-])(=[O:32])=S.[Na+].[Na+], predict the reaction product. The product is: [Br:1][C:2]1[C:3]([CH3:18])=[C:4]([C:14]([O:16][CH3:17])=[O:15])[S:5][C:6]=1[S:30]([C:20]1[CH:21]=[CH:22][CH:23]=[CH:24][CH:25]=1)(=[O:34])=[O:32].